This data is from NCI-60 drug combinations with 297,098 pairs across 59 cell lines. The task is: Regression. Given two drug SMILES strings and cell line genomic features, predict the synergy score measuring deviation from expected non-interaction effect. (1) Drug 1: C1=CC(=CC=C1CC(C(=O)O)N)N(CCCl)CCCl.Cl. Drug 2: CC(C)CN1C=NC2=C1C3=CC=CC=C3N=C2N. Cell line: KM12. Synergy scores: CSS=9.22, Synergy_ZIP=0.0382, Synergy_Bliss=3.29, Synergy_Loewe=0.0138, Synergy_HSA=0.207. (2) Drug 1: C1=C(C(=O)NC(=O)N1)F. Drug 2: C1CNP(=O)(OC1)N(CCCl)CCCl. Cell line: UO-31. Synergy scores: CSS=24.4, Synergy_ZIP=-1.10, Synergy_Bliss=-3.66, Synergy_Loewe=-15.9, Synergy_HSA=-4.63. (3) Drug 1: C1CN1P(=S)(N2CC2)N3CC3. Drug 2: CC1C(C(CC(O1)OC2CC(CC3=C2C(=C4C(=C3O)C(=O)C5=C(C4=O)C(=CC=C5)OC)O)(C(=O)CO)O)N)O.Cl. Cell line: U251. Synergy scores: CSS=42.1, Synergy_ZIP=-7.62, Synergy_Bliss=-5.87, Synergy_Loewe=-4.91, Synergy_HSA=-1.71. (4) Drug 1: CN1CCC(CC1)COC2=C(C=C3C(=C2)N=CN=C3NC4=C(C=C(C=C4)Br)F)OC. Drug 2: CC1=C(C(=O)C2=C(C1=O)N3CC4C(C3(C2COC(=O)N)OC)N4)N. Cell line: NCI-H226. Synergy scores: CSS=25.3, Synergy_ZIP=10.3, Synergy_Bliss=13.5, Synergy_Loewe=10.9, Synergy_HSA=14.4. (5) Drug 1: CNC(=O)C1=CC=CC=C1SC2=CC3=C(C=C2)C(=NN3)C=CC4=CC=CC=N4. Drug 2: C1=CC(=CC=C1CCC2=CNC3=C2C(=O)NC(=N3)N)C(=O)NC(CCC(=O)O)C(=O)O. Cell line: SNB-75. Synergy scores: CSS=14.8, Synergy_ZIP=-2.36, Synergy_Bliss=-4.18, Synergy_Loewe=-10.6, Synergy_HSA=-2.87. (6) Cell line: IGROV1. Drug 2: C1=NC2=C(N=C(N=C2N1C3C(C(C(O3)CO)O)F)Cl)N. Drug 1: CC12CCC3C(C1CCC2=O)CC(=C)C4=CC(=O)C=CC34C. Synergy scores: CSS=30.1, Synergy_ZIP=-6.91, Synergy_Bliss=-3.62, Synergy_Loewe=-13.8, Synergy_HSA=-2.21. (7) Drug 1: C1=CC(=CC=C1CCCC(=O)O)N(CCCl)CCCl. Drug 2: CS(=O)(=O)CCNCC1=CC=C(O1)C2=CC3=C(C=C2)N=CN=C3NC4=CC(=C(C=C4)OCC5=CC(=CC=C5)F)Cl. Cell line: K-562. Synergy scores: CSS=5.59, Synergy_ZIP=-5.54, Synergy_Bliss=-9.25, Synergy_Loewe=-10.1, Synergy_HSA=-9.36. (8) Drug 1: C1CC(C1)(C(=O)O)C(=O)O.[NH2-].[NH2-].[Pt+2]. Drug 2: CC=C1C(=O)NC(C(=O)OC2CC(=O)NC(C(=O)NC(CSSCCC=C2)C(=O)N1)C(C)C)C(C)C. Cell line: NCI-H322M. Synergy scores: CSS=6.82, Synergy_ZIP=-0.470, Synergy_Bliss=-2.01, Synergy_Loewe=-31.5, Synergy_HSA=-11.6. (9) Drug 1: COC1=C2C(=CC3=C1OC=C3)C=CC(=O)O2. Drug 2: CC1CCCC2(C(O2)CC(NC(=O)CC(C(C(=O)C(C1O)C)(C)C)O)C(=CC3=CSC(=N3)C)C)C. Cell line: HCT-15. Synergy scores: CSS=15.2, Synergy_ZIP=-0.288, Synergy_Bliss=0.732, Synergy_Loewe=-39.4, Synergy_HSA=0.0710.